This data is from Catalyst prediction with 721,799 reactions and 888 catalyst types from USPTO. The task is: Predict which catalyst facilitates the given reaction. (1) Reactant: Cl[C:2](Cl)([O:4]C(=O)OC(Cl)(Cl)Cl)Cl.[F:13][C:14]([F:27])([F:26])[C:15]1[CH:24]=[C:23]2[C:18]([C@@H:19]([NH2:25])[CH2:20][CH2:21][O:22]2)=[CH:17][CH:16]=1.C(N(CC)C(C)C)(C)C.Cl.[Cl:38][C:39]1[CH:57]=[CH:56][C:42]([CH2:43][N:44]2[C:48]([C@H:49]3[CH2:53][CH2:52][CH2:51][NH:50]3)=[N:47][N:46]=[C:45]2[CH2:54][OH:55])=[CH:41][CH:40]=1.C([O-])(O)=O.[Na+]. Product: [Cl:38][C:39]1[CH:57]=[CH:56][C:42]([CH2:43][N:44]2[C:45]([CH2:54][OH:55])=[N:46][N:47]=[C:48]2[C@H:49]2[CH2:53][CH2:52][CH2:51][N:50]2[C:2]([NH:25][C@@H:19]2[C:18]3[C:23](=[CH:24][C:15]([C:14]([F:13])([F:26])[F:27])=[CH:16][CH:17]=3)[O:22][CH2:21][CH2:20]2)=[O:4])=[CH:41][CH:40]=1. The catalyst class is: 448. (2) Reactant: [N+:1]([C:4]1[CH:9]=[CH:8][C:7]([C:10]2([C:13]([O:15][CH2:16][CH3:17])=[O:14])[CH2:12][CH2:11]2)=[CH:6][CH:5]=1)([O-])=O. Product: [NH2:1][C:4]1[CH:5]=[CH:6][C:7]([C:10]2([C:13]([O:15][CH2:16][CH3:17])=[O:14])[CH2:12][CH2:11]2)=[CH:8][CH:9]=1. The catalyst class is: 312. (3) Reactant: N[C@H:2]([C:10]([OH:12])=[O:11])[CH2:3][C:4]1[CH:9]=[CH:8][CH:7]=[CH:6][CH:5]=1.S(=O)(=O)(O)[OH:14].N([O-])=O.[Na+].COC(C)(C)C. Product: [OH:14][C@@H:2]([CH2:3][C:4]1[CH:9]=[CH:8][CH:7]=[CH:6][CH:5]=1)[C:10]([OH:12])=[O:11]. The catalyst class is: 6.